From a dataset of Peptide-MHC class I binding affinity with 185,985 pairs from IEDB/IMGT. Regression. Given a peptide amino acid sequence and an MHC pseudo amino acid sequence, predict their binding affinity value. This is MHC class I binding data. (1) The peptide sequence is MLIPTAMAF. The MHC is HLA-B15:01 with pseudo-sequence HLA-B15:01. The binding affinity (normalized) is 0.980. (2) The peptide sequence is DYSVLYNSTF. The MHC is HLA-A24:02 with pseudo-sequence HLA-A24:02. The binding affinity (normalized) is 0.705.